From a dataset of Full USPTO retrosynthesis dataset with 1.9M reactions from patents (1976-2016). Predict the reactants needed to synthesize the given product. (1) Given the product [CH3:22][C:23]1[C:27]([C:28]2[CH:29]=[C:30]([C:12]3[C:7]([C:1]4[CH:6]=[CH:5][CH:4]=[CH:3][CH:2]=4)=[N:8][CH:9]=[CH:10][CH:11]=3)[C:31]3[NH:35][C:34](=[O:36])[NH:33][C:32]=3[CH:37]=2)=[C:26]([CH3:49])[O:25][N:24]=1, predict the reactants needed to synthesize it. The reactants are: [C:1]1([C:7]2[C:12](B(O)O)=[CH:11][CH:10]=[CH:9][N:8]=2)[CH:6]=[CH:5][CH:4]=[CH:3][CH:2]=1.C([O-])([O-])=O.[Cs+].[Cs+].[CH3:22][C:23]1[C:27]([C:28]2[CH:29]=[C:30](C3C(C)=CC=C4C=3C=CC=N4)[C:31]3[NH:35][C:34](=[O:36])[NH:33][C:32]=3[CH:37]=2)=[C:26]([CH3:49])[O:25][N:24]=1. (2) Given the product [CH3:19][S:18]([C:14]1[N:13]=[C:12]([C:11]#[C:10][C:7]2[CH:6]=[CH:5][C:4]([CH2:3][CH:2]([NH:20][C:21](=[O:23])[CH3:22])[CH3:1])=[CH:9][CH:8]=2)[CH:17]=[CH:16][N:15]=1)=[O:29], predict the reactants needed to synthesize it. The reactants are: [CH3:1][CH:2]([NH:20][C:21](=[O:23])[CH3:22])[CH2:3][C:4]1[CH:9]=[CH:8][C:7]([C:10]#[C:11][C:12]2[CH:17]=[CH:16][N:15]=[C:14]([S:18][CH3:19])[N:13]=2)=[CH:6][CH:5]=1.ClC1C=C(C=CC=1)C(OO)=[O:29].C([O-])(O)=O.[Na+]. (3) Given the product [NH2:1][C:2]1[S:3][C:4]([C:13]2[CH:18]=[CH:17][CH:16]=[CH:15][CH:14]=2)=[C:5]([C:9]([F:10])([F:12])[F:11])[C:6]=1[C:7]([NH2:8])=[O:20], predict the reactants needed to synthesize it. The reactants are: [NH2:1][C:2]1[S:3][C:4]([C:13]2[CH:18]=[CH:17][CH:16]=[CH:15][CH:14]=2)=[C:5]([C:9]([F:12])([F:11])[F:10])[C:6]=1[C:7]#[N:8].S(=O)(=O)(O)[OH:20].C(=O)(O)[O-].[Na+].